From a dataset of Retrosynthesis with 50K atom-mapped reactions and 10 reaction types from USPTO. Predict the reactants needed to synthesize the given product. (1) Given the product CCOC(=O)N1CCC(NC(=S)N(C)c2ccccc2)CC1, predict the reactants needed to synthesize it. The reactants are: CCOC(=O)N1CCC(N=C=S)CC1.CNc1ccccc1. (2) Given the product COC(=O)C(Cc1ccc(OC)c(OCCc2ccccc2)c1)C(=O)OC, predict the reactants needed to synthesize it. The reactants are: COC(=O)C(=Cc1ccc(OC)c(OCCc2ccccc2)c1)C(=O)OC.